Dataset: Peptide-MHC class I binding affinity with 185,985 pairs from IEDB/IMGT. Task: Regression. Given a peptide amino acid sequence and an MHC pseudo amino acid sequence, predict their binding affinity value. This is MHC class I binding data. (1) The peptide sequence is SLASIGTSF. The binding affinity (normalized) is 0.530. The MHC is HLA-A02:16 with pseudo-sequence HLA-A02:16. (2) The peptide sequence is GVATDVPSA. The MHC is HLA-A02:01 with pseudo-sequence HLA-A02:01. The binding affinity (normalized) is 0.327. (3) The peptide sequence is VLIALSVLA. The MHC is HLA-A02:01 with pseudo-sequence HLA-A02:01. The binding affinity (normalized) is 0.527. (4) The peptide sequence is VYWENEVSI. The MHC is HLA-A02:11 with pseudo-sequence HLA-A02:11. The binding affinity (normalized) is 0.0847. (5) The peptide sequence is ETWTVNDIQK. The MHC is Mamu-B8301 with pseudo-sequence Mamu-B8301. The binding affinity (normalized) is 0.931. (6) The peptide sequence is GLYEWISEQ. The MHC is HLA-A02:06 with pseudo-sequence HLA-A02:06. The binding affinity (normalized) is 0.0847. (7) The peptide sequence is YIESKRGVY. The MHC is HLA-A24:02 with pseudo-sequence HLA-A24:02. The binding affinity (normalized) is 0.